Dataset: Catalyst prediction with 721,799 reactions and 888 catalyst types from USPTO. Task: Predict which catalyst facilitates the given reaction. Reactant: [Br:1][C:2]1[CH:7]=[CH:6][C:5]([NH2:8])=[CH:4][CH:3]=1.[CH3:9][S:10](Cl)(=[O:12])=[O:11].O. Product: [Br:1][C:2]1[CH:7]=[CH:6][C:5]([NH:8][S:10]([CH3:9])(=[O:12])=[O:11])=[CH:4][CH:3]=1. The catalyst class is: 2.